Dataset: Full USPTO retrosynthesis dataset with 1.9M reactions from patents (1976-2016). Task: Predict the reactants needed to synthesize the given product. (1) Given the product [N+:32]([C:35]1[CH:36]=[CH:37][C:38]([C:39]([OH:41])=[O:40])=[CH:42][CH:43]=1)([O-:34])=[O:33].[O:10]1[C@@H:8]2[C@@H:11]1[CH2:12][CH2:14][CH2:13][CH2:18]2, predict the reactants needed to synthesize it. The reactants are: N([C:8]([O:10][CH2:11][CH3:12])=O)=N[C:8]([O:10][CH2:11][CH3:12])=O.[C:13]1(P(C2C=CC=CC=2)C2C=CC=CC=2)[CH:18]=CC=C[CH:14]=1.[N+:32]([C:35]1[CH:43]=[CH:42][C:38]([C:39]([OH:41])=[O:40])=[CH:37][CH:36]=1)([O-:34])=[O:33]. (2) Given the product [Cl:1][C:2]1[CH:3]=[CH:4][C:5]2[N:11]3[CH:12]=[CH:13][CH:14]=[C:10]3[CH:9]([CH2:15][C:16]([N:30]3[CH2:35][CH2:34][CH:33]([CH2:36][C:37]([O:39][CH2:40][CH3:41])=[O:38])[CH2:32][CH2:31]3)=[O:17])[O:8][CH:7]([C:19]3[CH:24]=[CH:23][CH:22]=[C:21]([O:25][CH3:26])[C:20]=3[O:27][CH3:28])[C:6]=2[CH:29]=1, predict the reactants needed to synthesize it. The reactants are: [Cl:1][C:2]1[CH:3]=[CH:4][C:5]2[N:11]3[CH:12]=[CH:13][CH:14]=[C:10]3[CH:9]([CH2:15][C:16](O)=[O:17])[O:8][CH:7]([C:19]3[CH:24]=[CH:23][CH:22]=[C:21]([O:25][CH3:26])[C:20]=3[O:27][CH3:28])[C:6]=2[CH:29]=1.[NH:30]1[CH2:35][CH2:34][CH:33]([CH2:36][C:37]([O:39][CH2:40][CH3:41])=[O:38])[CH2:32][CH2:31]1.Cl.C(N=C=NCCCN(C)C)C.ON1C2C=CC=CC=2N=N1. (3) Given the product [CH2:13]([N:20]1[C:21]2[C:30]3[CH:29]=[CH:28][CH:27]=[CH:26][C:25]=3[N:24]=[C:23]([Cl:31])[C:22]=2[N:32]=[C:1]1[OH:2])[C:14]1[CH:15]=[CH:16][CH:17]=[CH:18][CH:19]=1, predict the reactants needed to synthesize it. The reactants are: [C:1](N1C=CN=C1)(N1C=CN=C1)=[O:2].[CH2:13]([NH:20][C:21]1[C:30]2[C:25](=[CH:26][CH:27]=[CH:28][CH:29]=2)[N:24]=[C:23]([Cl:31])[C:22]=1[NH2:32])[C:14]1[CH:19]=[CH:18][CH:17]=[CH:16][CH:15]=1. (4) The reactants are: Br[CH:2]1[CH2:5][CH2:4][CH2:3]1.[F:6][C:7]1[C:15]([F:16])=[CH:14][C:13]([OH:17])=[CH:12][C:8]=1[C:9]([OH:11])=[O:10].C(=O)([O-])[O-].[K+].[K+]. Given the product [CH:2]1([O:17][C:13]2[CH:14]=[C:15]([F:16])[C:7]([F:6])=[C:8]([CH:12]=2)[C:9]([O:11][CH:2]2[CH2:5][CH2:4][CH2:3]2)=[O:10])[CH2:5][CH2:4][CH2:3]1, predict the reactants needed to synthesize it.